The task is: Predict the product of the given reaction.. This data is from Forward reaction prediction with 1.9M reactions from USPTO patents (1976-2016). (1) Given the reactants Cl[C:2]1[N:7]=[N:6][C:5]([O:8][C@@H:9]2[CH:14]3[CH2:15][CH2:16][N:11]([CH2:12][CH2:13]3)[CH2:10]2)=[CH:4][CH:3]=1.[F-].[Cs+].O1[CH2:24][CH2:23]OCC1, predict the reaction product. The product is: [CH3:4][C:5]1[C:23]2[C:24](=[CH:10][CH:9]=[C:14]([C:2]3[N:7]=[N:6][C:5]([O:8][C@@H:9]4[CH:14]5[CH2:15][CH2:16][N:11]([CH2:12][CH2:13]5)[CH2:10]4)=[CH:4][CH:3]=3)[CH:13]=2)[NH:7][N:6]=1. (2) Given the reactants [CH2:1]([C:3]1[N:12]([CH3:13])[C:11](=[O:14])[C:10]2[C:5](=[CH:6][CH:7]=[C:8]([S:15]([CH3:18])(=[O:17])=[O:16])[CH:9]=2)[N:4]=1)[CH3:2].[Br:19]Br.O, predict the reaction product. The product is: [Br:19][CH:1]([C:3]1[N:12]([CH3:13])[C:11](=[O:14])[C:10]2[C:5](=[CH:6][CH:7]=[C:8]([S:15]([CH3:18])(=[O:16])=[O:17])[CH:9]=2)[N:4]=1)[CH3:2]. (3) The product is: [C:23]1([C:7]2[CH:8]=[C:9]3[C:14](=[CH:15][CH:16]=2)[CH2:13][CH:12]([C:17]([O:19][CH3:20])=[O:18])[CH2:11][CH2:10]3)[CH:28]=[CH:27][CH:26]=[CH:25][CH:24]=1. Given the reactants FC(F)(F)S(O[C:7]1[CH:8]=[C:9]2[C:14](=[CH:15][CH:16]=1)[CH2:13][CH:12]([C:17]([O:19][CH3:20])=[O:18])[CH2:11][CH2:10]2)(=O)=O.[C:23]1(B(O)O)[CH:28]=[CH:27][CH:26]=[CH:25][CH:24]=1.C([O-])([O-])=O.[Na+].[Na+], predict the reaction product. (4) Given the reactants [CH3:1][O:2][CH:3]([O:12][CH3:13])[CH2:4][NH:5][CH:6]1[CH2:11][CH2:10][CH2:9][CH2:8][CH2:7]1.[CH3:14][N:15]1[CH:19]=[C:18]([C:20]2[CH:21]=[C:22]([CH:31]=[CH:32][CH:33]=2)[CH2:23][CH2:24][O:25][CH2:26][CH2:27][C:28](O)=[O:29])[CH:17]=[N:16]1.C(P1(=O)OP(CCC)(=O)OP(CCC)(=O)O1)CC.C(=O)(O)[O-].[Na+].C(OC(C)C)(=O)C, predict the reaction product. The product is: [CH:6]1([N:5]([CH2:4][CH:3]([O:12][CH3:13])[O:2][CH3:1])[C:28](=[O:29])[CH2:27][CH2:26][O:25][CH2:24][CH2:23][C:22]2[CH:31]=[CH:32][CH:33]=[C:20]([C:18]3[CH:17]=[N:16][N:15]([CH3:14])[CH:19]=3)[CH:21]=2)[CH2:11][CH2:10][CH2:9][CH2:8][CH2:7]1. (5) Given the reactants [I:1][C:2]1[CH:7]=[CH:6][C:5]([OH:8])=[CH:4][CH:3]=1.F[C:10]1[CH:15]=[CH:14][C:13]([N+:16]([O-:18])=[O:17])=[CH:12][CH:11]=1.CCOC(C)=O.CCCCCC, predict the reaction product. The product is: [I:1][C:2]1[CH:7]=[CH:6][C:5]([O:8][C:10]2[CH:15]=[CH:14][C:13]([N+:16]([O-:18])=[O:17])=[CH:12][CH:11]=2)=[CH:4][CH:3]=1. (6) Given the reactants Br[C:2]1[C:3]([O:20][CH3:21])=[C:4]([CH:10]([NH:12][C:13](=[O:19])[O:14][C:15]([CH3:18])([CH3:17])[CH3:16])[CH3:11])[CH:5]=[C:6]([Cl:9])[C:7]=1[CH3:8].C([O-])(=O)C.[K+].[CH3:27][C:28]1([CH3:44])[C:32]([CH3:34])([CH3:33])[O:31][B:30]([B:30]2[O:31][C:32]([CH3:34])([CH3:33])[C:28]([CH3:44])([CH3:27])[O:29]2)[O:29]1.CS(C)=O.ClCCl, predict the reaction product. The product is: [Cl:9][C:6]1[C:7]([CH3:8])=[C:2]([B:30]2[O:31][C:32]([CH3:34])([CH3:33])[C:28]([CH3:44])([CH3:27])[O:29]2)[C:3]([O:20][CH3:21])=[C:4]([CH:10]([NH:12][C:13](=[O:19])[O:14][C:15]([CH3:18])([CH3:17])[CH3:16])[CH3:11])[CH:5]=1. (7) Given the reactants [CH2:1]([O:8][C:9]1[C:14](=[O:15])[N:13]2[CH2:16][CH2:17][N:18]([CH:19]([CH3:21])[CH3:20])[C:12]2=[N:11][C:10]=1[C:22]([OH:24])=O)[C:2]1[CH:7]=[CH:6][CH:5]=[CH:4][CH:3]=1.[F:25][C:26]1[CH:33]=[CH:32][C:29]([CH2:30][NH2:31])=[CH:28][CH:27]=1, predict the reaction product. The product is: [F:25][C:26]1[CH:33]=[CH:32][C:29]([CH2:30][NH:31][C:22]([C:10]2[N:11]=[C:12]3[N:18]([CH:19]([CH3:21])[CH3:20])[CH2:17][CH2:16][N:13]3[C:14](=[O:15])[C:9]=2[O:8][CH2:1][C:2]2[CH:3]=[CH:4][CH:5]=[CH:6][CH:7]=2)=[O:24])=[CH:28][CH:27]=1.